Dataset: Drug-target binding data from BindingDB using Kd measurements. Task: Regression. Given a target protein amino acid sequence and a drug SMILES string, predict the binding affinity score between them. We predict pKd (pKd = -log10(Kd in M); higher means stronger binding). Dataset: bindingdb_kd. (1) The small molecule is CC[C@H](C)[C@H](NC(=O)[C@H](CCC(N)=O)NC(=O)[C@H](CC(=O)O)NC(=O)[C@H](Cc1ccccc1)NC(=O)[C@H](C)N)C(=O)N[C@@H](CC(=O)O)C(=O)N[C@@H](CC(N)=O)C(=O)N[C@@H](C)C(=O)N1CCC[C@H]1C(=O)N[C@@H](CCC(=O)O)C(=O)N[C@@H](CCC(=O)O)C(=O)O. The target protein sequence is AGKDYTVIANPGKVEVPGKIEVREFFWYGCPHCFKLEPHMQTWLKQIPSDVRFVRTPAAMNKVWEQGARTYYTSEALGVRKRTHLPLFHAIQVNGQQIFDQASAAKFFTRYGVPEQKFNSTYNSFAVTAKVAESNKLAQQYQLTGVPAVVVNGKYVVQGEDGKVTQVLNYLIEKERKAK. The pKd is 6.8. (2) The target protein sequence is NPPPPETSNPNKPKRQTNQLQYLLRVVLKTLWKHQFAWPFQQPVDAVKLNLPDYYKIIKTPMDMGTIKKRLENNYYWNAQECIQDFNTMFTNCYIYNKPGDAIVLMAEALEKLFLQKINELPT. The compound is CSCC[C@H](N)C(=O)N[C@@H](CO)C(=O)NCC(=O)N[C@@H](CCCNC(=N)N)C(=O)NCC(=O)N[C@@H](CCCCN)C(=O)NCC(=O)NCC(=O)N[C@@H](CCCCN)C(=O)NCC(=O)N[C@@H](CC(C)C)C(=O)NCC(=O)N[C@@H](CCCCN)C(=O)NCC(=O)NCC(=O)N[C@@H](C)C(=O)N[C@@H](CCCCN)C(=O)N[C@@H](CCCNC(=N)N)C(=O)N[C@@H](Cc1cnc[nH]1)C(=O)N[C@@H](CCCNC(=N)N)C(=O)N[C@@H](CCCCN)C(=O)N[C@H](C(=O)N[C@@H](CC(C)C)C(=O)N[C@@H](CCCNC(=N)N)C(=O)N[C@@H](CC(=O)O)C(=O)O)C(C)C. The pKd is 4.6.